Predict which catalyst facilitates the given reaction. From a dataset of Catalyst prediction with 721,799 reactions and 888 catalyst types from USPTO. Reactant: [C:1]([Si:5]([CH3:8])([CH3:7])Cl)([CH3:4])([CH3:3])[CH3:2].N1C=CN=C1.[OH:14][CH2:15][CH:16]1[CH2:21][CH2:20][CH2:19][N:18]([C:22]2[CH:29]=[CH:28][CH:27]=[CH:26][C:23]=2[CH:24]=[O:25])[CH2:17]1.O. Product: [Si:5]([O:14][CH2:15][CH:16]1[CH2:21][CH2:20][CH2:19][N:18]([C:22]2[CH:29]=[CH:28][CH:27]=[CH:26][C:23]=2[CH:24]=[O:25])[CH2:17]1)([C:1]([CH3:4])([CH3:3])[CH3:2])([CH3:8])[CH3:7]. The catalyst class is: 9.